Dataset: Forward reaction prediction with 1.9M reactions from USPTO patents (1976-2016). Task: Predict the product of the given reaction. (1) Given the reactants [F:1][C:2]1[C:7]2[C:8]([C:18]([O:20]CC)=[O:19])=[C:9]([C:11]3[CH:16]=[CH:15][C:14]([F:17])=[CH:13][CH:12]=3)[O:10][C:6]=2[CH:5]=[CH:4][C:3]=1[OH:23].C1COCC1.[OH-].[Na+].Cl, predict the reaction product. The product is: [F:1][C:2]1[C:7]2[C:8]([C:18]([OH:20])=[O:19])=[C:9]([C:11]3[CH:12]=[CH:13][C:14]([F:17])=[CH:15][CH:16]=3)[O:10][C:6]=2[CH:5]=[CH:4][C:3]=1[OH:23]. (2) The product is: [CH:23]1([C:2]2[CH:7]=[C:6]([CH2:8][OH:10])[C:5]([O:12][CH2:13][CH3:14])=[CH:4][C:3]=2[C:15]2[CH:20]=[CH:19][C:18]([F:21])=[CH:17][C:16]=2[F:22])[CH2:25][CH2:24]1. Given the reactants Br[C:2]1[CH:7]=[C:6]([C:8]([O:10]C)=O)[C:5]([O:12][CH2:13][CH3:14])=[CH:4][C:3]=1[C:15]1[CH:20]=[CH:19][C:18]([F:21])=[CH:17][C:16]=1[F:22].[CH:23]1(B(O)O)[CH2:25][CH2:24]1.C1(P(C2CCCCC2)C2C=CC=CC=2C2C(OC)=CC=CC=2OC)CCCCC1.C(=O)([O-])[O-].[Na+].[Na+], predict the reaction product. (3) Given the reactants [Cl-].C([Al+]CC)C.CCCCCC.[Cl-].[Al+3].[Cl-].[Cl-].[O:17]([C:24]1[CH:29]=[CH:28][C:27]([OH:30])=[CH:26][CH:25]=1)[C:18]1[CH:23]=[CH:22][CH:21]=[CH:20][CH:19]=1.[CH2:31]1[O:34][CH:32]1[CH3:33], predict the reaction product. The product is: [O:17]([C:24]1[CH:25]=[CH:26][C:27]([O:30][CH2:31][C@@H:32]([OH:34])[CH3:33])=[CH:28][CH:29]=1)[C:18]1[CH:23]=[CH:22][CH:21]=[CH:20][CH:19]=1. (4) Given the reactants [Br:1][C:2]1[CH:7]=[CH:6][C:5]([CH:8]([CH2:20][CH:21]([CH3:23])[CH3:22])[CH2:9][C:10]([C:12]2[CH:13]=[CH:14][C:15](=[O:19])[N:16]([CH3:18])[CH:17]=2)=O)=[CH:4][CH:3]=1.Cl.[NH2:25][OH:26].C([O-])(O)=O.[Na+], predict the reaction product. The product is: [Br:1][C:2]1[CH:7]=[CH:6][C:5]([CH:8]([CH2:20][CH:21]([CH3:23])[CH3:22])[CH2:9]/[C:10](/[C:12]2[CH:13]=[CH:14][C:15](=[O:19])[N:16]([CH3:18])[CH:17]=2)=[N:25]\[OH:26])=[CH:4][CH:3]=1. (5) Given the reactants [Br:1][C:2]1[S:3][C:4]([Br:10])=[CH:5][C:6]=1[C:7]([OH:9])=[O:8].S(Cl)(Cl)=O.[CH2:15](O)[CH3:16], predict the reaction product. The product is: [Br:1][C:2]1[S:3][C:4]([Br:10])=[CH:5][C:6]=1[C:7]([O:9][CH2:15][CH3:16])=[O:8]. (6) Given the reactants [NH2:1][C:2]1[N:10]=[C:9]([Cl:11])[CH:8]=[CH:7][C:3]=1[C:4]([OH:6])=O.C(N(CC)CC)C.F[P-](F)(F)(F)(F)F.N1(O[P+](N(C)C)(N(C)C)N(C)C)C2C=CC=CC=2N=N1.[O:46]([C:53]1[S:57][C:56]([CH2:58][NH2:59])=[CH:55][CH:54]=1)[C:47]1[CH:52]=[CH:51][CH:50]=[CH:49][CH:48]=1, predict the reaction product. The product is: [NH2:1][C:2]1[N:10]=[C:9]([Cl:11])[CH:8]=[CH:7][C:3]=1[C:4]([NH:59][CH2:58][C:56]1[S:57][C:53]([O:46][C:47]2[CH:48]=[CH:49][CH:50]=[CH:51][CH:52]=2)=[CH:54][CH:55]=1)=[O:6]. (7) Given the reactants C[Si](C)(C)[O-].[K+].C[O:8][C:9](=[O:41])[C@@H:10]([NH:16][C:17]([C:19]1[CH:27]=[C:26]2[C:22]([CH:23]=[N:24][N:25]2[CH2:28][CH:29]([CH3:31])[CH3:30])=[CH:21][C:20]=1[O:32][C:33]1[CH:38]=[CH:37][C:36]([F:39])=[CH:35][C:34]=1[F:40])=[O:18])[CH2:11][CH2:12][N:13]([CH3:15])[CH3:14].Cl, predict the reaction product. The product is: [F:40][C:34]1[CH:35]=[C:36]([F:39])[CH:37]=[CH:38][C:33]=1[O:32][C:20]1[CH:21]=[C:22]2[C:26](=[CH:27][C:19]=1[C:17]([NH:16][C@@H:10]([CH2:11][CH2:12][N:13]([CH3:14])[CH3:15])[C:9]([OH:41])=[O:8])=[O:18])[N:25]([CH2:28][CH:29]([CH3:31])[CH3:30])[N:24]=[CH:23]2.